This data is from Forward reaction prediction with 1.9M reactions from USPTO patents (1976-2016). The task is: Predict the product of the given reaction. Given the reactants CN1CCOCC1.[Cl:8][C:9]1[CH:14]=[CH:13][C:12]([CH:15]2[CH2:20][CH2:19][CH:18]([C:21]([OH:23])=O)[CH2:17][CH2:16]2)=[CH:11][CH:10]=1.CC1(C)[C@H]2CC[C@]1(CS(O)(=O)=O)C(=O)C2.[NH:39]1[CH2:43][CH2:42][C@@:41]2([C:47]3[CH:48]=[CH:49][CH:50]=[CH:51][C:46]=3[C:45](=[O:52])[O:44]2)[CH2:40]1.F[P-](F)(F)(F)(F)F.N1(O[P+](N(C)C)(N(C)C)N(C)C)C2C=CC=CC=2N=N1.[C:80]([OH:86])([C:82]([F:85])([F:84])[F:83])=[O:81], predict the reaction product. The product is: [C:80]([OH:86])([C:82]([F:85])([F:84])[F:83])=[O:81].[Cl:8][C:9]1[CH:10]=[CH:11][C:12]([CH:15]2[CH2:16][CH2:17][CH:18]([C:21]([N:39]3[CH2:43][CH2:42][C@@:41]4([C:47]5[CH:48]=[CH:49][CH:50]=[CH:51][C:46]=5[C:45](=[O:52])[O:44]4)[CH2:40]3)=[O:23])[CH2:19][CH2:20]2)=[CH:13][CH:14]=1.